From a dataset of Reaction yield outcomes from USPTO patents with 853,638 reactions. Predict the reaction yield, written as a fraction of the theoretical maximum amount of product (1.0 means a 100% yield; for example, 0.34 means a 34% yield). The reactants are [O:1]=[C:2]([C:37]1[C:65]([F:66])=[CH:64][C:40]2[N:41]([CH2:56][O:57][CH2:58][CH2:59][Si:60]([CH3:63])([CH3:62])[CH3:61])[C:42]([C@@H:44]3[CH2:48][CH2:47][CH2:46][N:45]3[C:49]([O:51][C:52]([CH3:55])([CH3:54])[CH3:53])=[O:50])=[N:43][C:39]=2[CH:38]=1)/[CH:3]=[CH:4]/[C:5]([C:7]1[C:35]([F:36])=[CH:34][C:10]2[N:11]([CH2:26][O:27][CH2:28][CH2:29][Si:30]([CH3:33])([CH3:32])[CH3:31])[C:12]([C@@H:14]3[CH2:18][CH2:17][CH2:16][N:15]3[C:19]([O:21][C:22]([CH3:25])([CH3:24])[CH3:23])=[O:20])=[N:13][C:9]=2[CH:8]=1)=[O:6]. The catalyst is CCOC(C)=O.[Pt]. The product is [O:6]=[C:5]([C:7]1[C:35]([F:36])=[CH:34][C:10]2[N:11]([CH2:26][O:27][CH2:28][CH2:29][Si:30]([CH3:31])([CH3:32])[CH3:33])[C:12]([C@@H:14]3[CH2:18][CH2:17][CH2:16][N:15]3[C:19]([O:21][C:22]([CH3:23])([CH3:24])[CH3:25])=[O:20])=[N:13][C:9]=2[CH:8]=1)[CH2:4][CH2:3][C:2]([C:37]1[C:65]([F:66])=[CH:64][C:40]2[N:41]([CH2:56][O:57][CH2:58][CH2:59][Si:60]([CH3:61])([CH3:62])[CH3:63])[C:42]([C@@H:44]3[CH2:48][CH2:47][CH2:46][N:45]3[C:49]([O:51][C:52]([CH3:53])([CH3:54])[CH3:55])=[O:50])=[N:43][C:39]=2[CH:38]=1)=[O:1]. The yield is 0.780.